This data is from Catalyst prediction with 721,799 reactions and 888 catalyst types from USPTO. The task is: Predict which catalyst facilitates the given reaction. (1) Reactant: C[O:2][C:3](=[O:39])[CH2:4][CH2:5][CH:6]([NH:24][C:25](=[O:38])[CH2:26][CH2:27][CH2:28][CH2:29][CH2:30][CH2:31][C:32]1[CH:37]=[CH:36][CH:35]=[CH:34][CH:33]=1)[CH2:7][C:8]1[C:16]2[C:11](=[CH:12][CH:13]=[CH:14][CH:15]=2)[N:10]([CH2:17][C:18]2[CH:23]=[CH:22][CH:21]=[CH:20][CH:19]=2)[CH:9]=1.[OH-].[K+].C1COCC1. Product: [CH2:17]([N:10]1[C:11]2[C:16](=[CH:15][CH:14]=[CH:13][CH:12]=2)[C:8]([CH2:7][C@@H:6]([NH:24][C:25](=[O:38])[CH2:26][CH2:27][CH2:28][CH2:29][CH2:30][CH2:31][C:32]2[CH:37]=[CH:36][CH:35]=[CH:34][CH:33]=2)[CH2:5][CH2:4][C:3]([OH:39])=[O:2])=[CH:9]1)[C:18]1[CH:23]=[CH:22][CH:21]=[CH:20][CH:19]=1. The catalyst class is: 24. (2) Reactant: [C:1]([C:5]1[CH:30]=[CH:29][C:8]([C:9]([NH:11][C:12](=[S:28])[NH:13][C:14]2[CH:19]=[CH:18][C:17]([NH:20][C:21](=[O:27])[CH2:22][CH2:23][CH2:24][CH2:25]Br)=[CH:16][CH:15]=2)=[O:10])=[CH:7][CH:6]=1)([CH3:4])([CH3:3])[CH3:2].[NH:31]1[CH2:36][CH2:35][O:34][CH2:33][CH2:32]1.[I-].[K+]. Product: [C:1]([C:5]1[CH:30]=[CH:29][C:8]([C:9]([NH:11][C:12](=[S:28])[NH:13][C:14]2[CH:19]=[CH:18][C:17]([NH:20][C:21](=[O:27])[CH2:22][CH2:23][CH2:24][CH2:25][N:31]3[CH2:36][CH2:35][O:34][CH2:33][CH2:32]3)=[CH:16][CH:15]=2)=[O:10])=[CH:7][CH:6]=1)([CH3:4])([CH3:3])[CH3:2]. The catalyst class is: 10. (3) Reactant: [S:1]1[CH:5]=[CH:4][CH:3]=[C:2]1[CH2:6][NH2:7].[Cl:8][C:9]1[CH:14]=[CH:13][C:12]([C:15]2([C:20](Cl)=[O:21])[CH2:19][CH2:18][CH2:17][CH2:16]2)=[CH:11][CH:10]=1.C(O)C(N)(CO)CO. Product: [S:1]1[CH:5]=[CH:4][CH:3]=[C:2]1[CH2:6][NH:7][C:20]([C:15]1([C:12]2[CH:11]=[CH:10][C:9]([Cl:8])=[CH:14][CH:13]=2)[CH2:16][CH2:17][CH2:18][CH2:19]1)=[O:21]. The catalyst class is: 2. (4) The catalyst class is: 2. Product: [CH2:1]([C@H:8]1[CH2:12][O:11][C:10](=[O:13])[N:9]1[C:14]([C@@H:15]1[C@H:16]([C:17]2[CH:22]=[CH:21][C:20]([F:23])=[CH:19][CH:18]=2)[CH2:29][N:28]([CH2:34][C:35]2[CH:40]=[CH:39][CH:38]=[CH:37][CH:36]=2)[CH2:27]1)=[O:24])[C:2]1[CH:7]=[CH:6][CH:5]=[CH:4][CH:3]=1. Reactant: [CH2:1]([C@H:8]1[CH2:12][O:11][C:10](=[O:13])[N:9]1[C:14](=[O:24])/[CH:15]=[CH:16]/[C:17]1[CH:22]=[CH:21][C:20]([F:23])=[CH:19][CH:18]=1)[C:2]1[CH:7]=[CH:6][CH:5]=[CH:4][CH:3]=1.CO[CH2:27][N:28]([CH2:34][C:35]1[CH:40]=[CH:39][CH:38]=[CH:37][CH:36]=1)[CH2:29][Si](C)(C)C.FC(F)(F)C(O)=O. (5) Reactant: [Na].[H][H].[S:4]([NH:14][C:15]1[CH:20]=[CH:19][C:18]([N+:21]([O-:23])=[O:22])=[CH:17][C:16]=1[NH:24][S:25]([C:28]1[CH:34]=[CH:33][C:31]([CH3:32])=[CH:30][CH:29]=1)(=[O:27])=[O:26])([C:7]1[CH:13]=[CH:12][C:10]([CH3:11])=[CH:9][CH:8]=1)(=[O:6])=[O:5].S([C:39]1[CH:45]=CC(C)=C[CH:40]=1)(O)(=O)=O.S(C1C=CC(C)=CC=1)(O)(=O)=O.BrCCCBr. Product: [N+:21]([C:18]1[CH:19]=[CH:20][C:15]2[N:14]([S:4]([C:7]3[CH:13]=[CH:12][C:10]([CH3:11])=[CH:9][CH:8]=3)(=[O:5])=[O:6])[CH2:40][CH2:39][CH2:45][N:24]([S:25]([C:28]3[CH:29]=[CH:30][C:31]([CH3:32])=[CH:33][CH:34]=3)(=[O:27])=[O:26])[C:16]=2[CH:17]=1)([O-:23])=[O:22]. The catalyst class is: 51. (6) Reactant: [CH:1]1([N:4]([CH2:44][C:45]2[CH:50]=[CH:49][CH:48]=[C:47]([CH3:51])[C:46]=2[CH3:52])[C:5]([CH:7]([CH:17]([C:25]2[CH:30]=[CH:29][C:28]([O:31][CH2:32][CH2:33][O:34][C:35]3[C:40]([Cl:41])=[CH:39][C:38]([CH3:42])=[CH:37][C:36]=3[Cl:43])=[CH:27][CH:26]=2)[CH2:18][C:19]2[CH:24]=[CH:23][CH:22]=[CH:21][N:20]=2)[CH2:8][NH:9]C(=O)OC(C)(C)C)=[O:6])[CH2:3][CH2:2]1.Cl. Product: [NH2:9][CH2:8][CH:7]([CH:17]([C:25]1[CH:26]=[CH:27][C:28]([O:31][CH2:32][CH2:33][O:34][C:35]2[C:40]([Cl:41])=[CH:39][C:38]([CH3:42])=[CH:37][C:36]=2[Cl:43])=[CH:29][CH:30]=1)[CH2:18][C:19]1[CH:24]=[CH:23][CH:22]=[CH:21][N:20]=1)[C:5]([N:4]([CH:1]1[CH2:3][CH2:2]1)[CH2:44][C:45]1[CH:50]=[CH:49][CH:48]=[C:47]([CH3:51])[C:46]=1[CH3:52])=[O:6]. The catalyst class is: 2. (7) Product: [NH2:19][C:16]1[CH:15]=[CH:14][C:13]([C:11]2[N:10]=[C:9]3[N:22]([CH:25]4[CH2:26][CH2:27][N:28]([C:31]([O:33][CH2:34][CH3:35])=[O:32])[CH2:29][CH2:30]4)[N:23]=[CH:24][C:8]3=[C:7]([N:4]3[CH2:3][CH2:2][O:1][CH2:6][CH2:5]3)[N:12]=2)=[CH:18][CH:17]=1. The catalyst class is: 50. Reactant: [O:1]1[CH2:6][CH2:5][N:4]([C:7]2[N:12]=[C:11]([C:13]3[CH:18]=[CH:17][C:16]([N+:19]([O-])=O)=[CH:15][CH:14]=3)[N:10]=[C:9]3[N:22]([CH:25]4[CH2:30][CH2:29][N:28]([C:31]([O:33][CH2:34][CH3:35])=[O:32])[CH2:27][CH2:26]4)[N:23]=[CH:24][C:8]=23)[CH2:3][CH2:2]1.C(Cl)Cl. (8) Reactant: [CH3:1][O:2][C:3](=[O:13])[CH2:4][C:5]1[CH:10]=[CH:9][C:8](Cl)=[CH:7][C:6]=1[F:12].C1(P(C2CCCCC2)C2C=CC=CC=2C2C(OC)=CC=CC=2OC)CCCCC1.P([O-])([O-])([O-])=O.[K+].[K+].[K+].[CH3:51][C:52]1[CH:53]=[C:54]([C:68]([C:73]2[CH:78]=[CH:77][C:76](/[CH:79]=[CH:80]/[C:81]([CH2:85][CH3:86])([OH:84])[CH2:82][CH3:83])=[C:75]([CH3:87])[CH:74]=2)([CH2:71][CH3:72])[CH2:69][CH3:70])[CH:55]=[C:56]([CH3:67])[C:57]=1B1OC(C)(C)C(C)(C)O1.[Cl-].[NH4+]. Product: [CH3:1][O:2][C:3](=[O:13])[CH2:4][C:5]1[CH:10]=[CH:9][C:8]([C:57]2[C:56]([CH3:67])=[CH:55][C:54]([C:68]([CH2:69][CH3:70])([C:73]3[CH:78]=[CH:77][C:76](/[CH:79]=[CH:80]/[C:81]([CH2:85][CH3:86])([OH:84])[CH2:82][CH3:83])=[C:75]([CH3:87])[CH:74]=3)[CH2:71][CH3:72])=[CH:53][C:52]=2[CH3:51])=[CH:7][C:6]=1[F:12]. The catalyst class is: 493. (9) Reactant: [O:1]1[C:6]2[CH:7]=[CH:8][C:9]([CH2:11][N:12]([CH:20]3[CH2:25][CH2:24][N:23]([CH2:26][CH2:27][N:28]4[C:37]5[C:32](=[CH:33][CH:34]=[CH:35][CH:36]=5)[CH:31]=[C:30]([CH3:38])[C:29]4=[O:39])[CH2:22][CH2:21]3)C(=O)OC(C)(C)C)=[CH:10][C:5]=2[O:4][CH2:3][CH2:2]1.FC(F)(F)C(O)=O. Product: [O:1]1[C:6]2[CH:7]=[CH:8][C:9]([CH2:11][NH:12][CH:20]3[CH2:21][CH2:22][N:23]([CH2:26][CH2:27][N:28]4[C:37]5[C:32](=[CH:33][CH:34]=[CH:35][CH:36]=5)[CH:31]=[C:30]([CH3:38])[C:29]4=[O:39])[CH2:24][CH2:25]3)=[CH:10][C:5]=2[O:4][CH2:3][CH2:2]1. The catalyst class is: 22. (10) Reactant: [CH2:1]([O:8][C:9]1[C:10]([N+:29]([O-:31])=[O:30])=[C:11]([F:28])[CH:12]=[C:13]([CH:15](C(OCC)=O)[C:16]([O:18][C:19](C)(C)[CH3:20])=[O:17])[CH:14]=1)[C:2]1[CH:7]=[CH:6][CH:5]=[CH:4][CH:3]=1.FC(F)(F)C(O)=O. Product: [CH2:1]([O:8][C:9]1[C:10]([N+:29]([O-:31])=[O:30])=[C:11]([F:28])[CH:12]=[C:13]([CH2:15][C:16]([O:18][CH2:19][CH3:20])=[O:17])[CH:14]=1)[C:2]1[CH:7]=[CH:6][CH:5]=[CH:4][CH:3]=1. The catalyst class is: 2.